This data is from Full USPTO retrosynthesis dataset with 1.9M reactions from patents (1976-2016). The task is: Predict the reactants needed to synthesize the given product. The reactants are: [OH:1][N:2]=[C:3]([NH2:10])[C:4]1[CH:9]=[CH:8][CH:7]=[N:6][CH:5]=1.[Br:11][C:12]1[CH:13]=[C:14]([CH:18]=[CH:19][CH:20]=1)[C:15](Cl)=O.N. Given the product [Br:11][C:12]1[CH:13]=[C:14]([C:15]2[O:1][N:2]=[C:3]([C:4]3[CH:5]=[N:6][CH:7]=[CH:8][CH:9]=3)[N:10]=2)[CH:18]=[CH:19][CH:20]=1, predict the reactants needed to synthesize it.